Dataset: Full USPTO retrosynthesis dataset with 1.9M reactions from patents (1976-2016). Task: Predict the reactants needed to synthesize the given product. (1) Given the product [CH3:15][O:14][C:12]1[C:11]([C:16]([F:19])([F:18])[F:17])=[CH:10][C:9]2[NH:20][C:21](=[O:37])[CH2:22][C:23]([C:24]3[CH:29]=[CH:28][CH:27]=[C:26]([C:30]4[CH:35]=[CH:34][N:33]=[CH:32][CH:31]=4)[CH:25]=3)=[N:7][C:8]=2[CH:13]=1, predict the reactants needed to synthesize it. The reactants are: C(OC(=O)[NH:7][C:8]1[CH:13]=[C:12]([O:14][CH3:15])[C:11]([C:16]([F:19])([F:18])[F:17])=[CH:10][C:9]=1[NH:20][C:21](=[O:37])[CH2:22][C:23](=O)[C:24]1[CH:29]=[CH:28][CH:27]=[C:26]([C:30]2[CH:35]=[CH:34][N:33]=[CH:32][CH:31]=2)[CH:25]=1)(C)(C)C.C(O)(C(F)(F)F)=O. (2) Given the product [CH2:38]([N:45]1[CH2:46][CH2:47][N:48]([CH2:51][CH2:52][NH:53][C:30]([NH:16][C:3]2[C:4]([CH3:15])=[CH:5][C:6]([CH3:14])=[C:7]([N:8]3[CH2:9][CH2:10][CH2:17][CH2:12][CH2:13]3)[C:2]=2[CH3:1])=[O:36])[CH2:49][CH2:50]1)[C:39]1[CH:40]=[CH:41][CH:42]=[CH:43][CH:44]=1, predict the reactants needed to synthesize it. The reactants are: [CH3:1][C:2]1[C:7]([N:8]2[CH2:13][CH2:12]N[CH2:10][CH2:9]2)=[C:6]([CH3:14])[CH:5]=[C:4]([CH3:15])[C:3]=1[NH2:16].[CH3:17]CN(C(C)C)C(C)C.ClC(Cl)(O[C:30](=[O:36])OC(Cl)(Cl)Cl)Cl.[CH2:38]([N:45]1[CH2:50][CH2:49][N:48]([CH2:51][CH2:52][NH2:53])[CH2:47][CH2:46]1)[C:39]1[CH:44]=[CH:43][CH:42]=[CH:41][CH:40]=1. (3) The reactants are: Br[C:2]1[CH:3]=[C:4]([C:16]([NH:18][CH2:19][C:20]2[C:21](=[O:28])[NH:22][C:23]([CH3:27])=[CH:24][C:25]=2[CH3:26])=[O:17])[C:5]2[CH:6]=[N:7][N:8]([CH:11]3[CH2:15][CH2:14][CH2:13][CH2:12]3)[C:9]=2[CH:10]=1.[I-].[Na+].C1CCN2C(=NCCC2)CC1.[CH3:42][C:43]([OH:47])([C:45]#[CH:46])[CH3:44]. Given the product [CH:11]1([N:8]2[C:9]3[CH:10]=[C:2]([C:46]#[C:45][C:43]([OH:47])([CH3:44])[CH3:42])[CH:3]=[C:4]([C:16]([NH:18][CH2:19][C:20]4[C:21](=[O:28])[NH:22][C:23]([CH3:27])=[CH:24][C:25]=4[CH3:26])=[O:17])[C:5]=3[CH:6]=[N:7]2)[CH2:15][CH2:14][CH2:13][CH2:12]1, predict the reactants needed to synthesize it. (4) The reactants are: [CH3:1][O:2][C:3]1[CH:8]=[CH:7][C:6]([C@:9]2([OH:24])[CH2:17][C@H:16]3[C@@:12]([CH3:23])([C@@H:13]([O:18][C:19]([CH3:22])([CH3:21])[CH3:20])[CH2:14][CH2:15]3)[CH2:11][CH2:10]2)=[CH:5][CH:4]=1.C[S-].[Na+].O. Given the product [CH3:1][O:2][C:3]1[CH:4]=[CH:5][C:6]([C@:9]2([OH:24])[CH2:17][C@H:16]3[C@@:12]([CH3:23])([C@@H:13]([O:18][C:19]([CH3:21])([CH3:20])[CH3:22])[CH2:14][CH2:15]3)[CH2:11][CH2:10]2)=[CH:7][CH:8]=1.[CH3:1][O:2][C:3]1[CH:4]=[CH:5][C:6]([C@@:9]2([OH:24])[CH2:17][C@H:16]3[C@@:12]([CH3:23])([C@@H:13]([O:18][C:19]([CH3:21])([CH3:20])[CH3:22])[CH2:14][CH2:15]3)[CH2:11][CH2:10]2)=[CH:7][CH:8]=1, predict the reactants needed to synthesize it. (5) The reactants are: [Cl:1][C:2]1[C:10]2[N:9]=[C:8]([NH:11][C:12]3[CH:13]=[N:14][C:15]([N:19]4[CH2:23][CH2:22][CH2:21][CH2:20]4)=[CH:16][C:17]=3[CH3:18])[N:7]([CH2:24][CH2:25][CH2:26][C:27](OCC)=[O:28])[C:6]=2[C:5]([CH:32]([CH2:35][CH3:36])[CH2:33][CH3:34])=[CH:4][CH:3]=1.[BH4-].[Li+].[Cl-].[NH4+].C(=O)(O)[O-].[Na+]. Given the product [Cl:1][C:2]1[C:10]2[N:9]=[C:8]([NH:11][C:12]3[CH:13]=[N:14][C:15]([N:19]4[CH2:23][CH2:22][CH2:21][CH2:20]4)=[CH:16][C:17]=3[CH3:18])[N:7]([CH2:24][CH2:25][CH2:26][CH2:27][OH:28])[C:6]=2[C:5]([CH:32]([CH2:35][CH3:36])[CH2:33][CH3:34])=[CH:4][CH:3]=1, predict the reactants needed to synthesize it. (6) Given the product [C:1]([O:5][C:6]([N:8]1[CH2:12][CH2:11][C@@H:10]([CH:13]=[O:14])[CH2:9]1)=[O:7])([CH3:4])([CH3:3])[CH3:2], predict the reactants needed to synthesize it. The reactants are: [C:1]([O:5][C:6]([N:8]1[CH2:12][CH2:11][C@@H:10]([CH2:13][OH:14])[CH2:9]1)=[O:7])([CH3:4])([CH3:3])[CH3:2].[Br-].[Na+].Cl[O-].[Na+].C(=O)(O)[O-].[Na+]. (7) Given the product [CH3:19][S:20]([O:11][CH:10]1[CH2:9][O:8][CH:7]2[CH:3]([O:2][CH3:1])[CH2:4][O:5][CH:6]12)(=[O:22])=[O:21], predict the reactants needed to synthesize it. The reactants are: [CH3:1][O:2][CH:3]1[CH:7]2[O:8][CH2:9][CH:10]([OH:11])[CH:6]2[O:5][CH2:4]1.C(N(CC)CC)C.[CH3:19][S:20](Cl)(=[O:22])=[O:21]. (8) Given the product [CH2:15]([C:14]([C:11]1[CH:10]=[CH:9][C:8]([C:7]([NH:6][CH2:5][CH2:4][C:3]([OH:40])=[O:2])=[O:39])=[CH:13][CH:12]=1)([CH2:18][O:19][C:20]1[CH:21]=[CH:22][C:23]([C:26]2[CH:31]=[CH:30][C:29]([C:32]([F:34])([F:35])[F:33])=[CH:28][CH:27]=2)=[CH:24][CH:25]=1)[CH2:36][CH:37]=[CH2:38])[CH:16]=[CH2:17], predict the reactants needed to synthesize it. The reactants are: C[O:2][C:3](=[O:40])[CH2:4][CH2:5][NH:6][C:7](=[O:39])[C:8]1[CH:13]=[CH:12][C:11]([C:14]([CH2:36][CH:37]=[CH2:38])([CH2:18][O:19][C:20]2[CH:25]=[CH:24][C:23]([C:26]3[CH:31]=[CH:30][C:29]([C:32]([F:35])([F:34])[F:33])=[CH:28][CH:27]=3)=[CH:22][CH:21]=2)[CH2:15][CH:16]=[CH2:17])=[CH:10][CH:9]=1.[Li+].[OH-].Cl.